From a dataset of Catalyst prediction with 721,799 reactions and 888 catalyst types from USPTO. Predict which catalyst facilitates the given reaction. (1) Reactant: [CH3:1][N:2]([CH3:11])[S:3]([N:6]1[CH:10]=[CH:9][CH:8]=[N:7]1)(=[O:5])=[O:4].C([Li])CCC.[Cl:17]C(Cl)(Cl)C(Cl)(Cl)Cl. Product: [Cl:17][C:8]1[CH:9]=[CH:10][N:6]([S:3]([N:2]([CH3:11])[CH3:1])(=[O:4])=[O:5])[N:7]=1. The catalyst class is: 392. (2) Reactant: [CH2:1]([N:3]([CH:34]1[CH2:39][CH2:38][O:37][CH2:36][CH2:35]1)[C:4]1[C:5]([CH3:33])=[C:6]([CH:22]=[C:23]([C:25]2[CH:26]=[N:27][C:28]([CH2:31]O)=[CH:29][CH:30]=2)[CH:24]=1)[C:7]([NH:9][CH2:10][C:11]1[C:12](=[O:21])[NH:13][C:14]([CH3:20])=[CH:15][C:16]=1[CH:17]([CH3:19])[CH3:18])=[O:8])[CH3:2].CS(Cl)(=O)=O.CCN(C(C)C)C(C)C.[CH3:54][N:55]1[CH2:61][CH2:60][CH2:59][NH:58][CH2:57][CH2:56]1. Product: [CH2:1]([N:3]([CH:34]1[CH2:39][CH2:38][O:37][CH2:36][CH2:35]1)[C:4]1[C:5]([CH3:33])=[C:6]([CH:22]=[C:23]([C:25]2[CH:26]=[N:27][C:28]([CH2:31][N:58]3[CH2:59][CH2:60][CH2:61][N:55]([CH3:54])[CH2:56][CH2:57]3)=[CH:29][CH:30]=2)[CH:24]=1)[C:7]([NH:9][CH2:10][C:11]1[C:12](=[O:21])[NH:13][C:14]([CH3:20])=[CH:15][C:16]=1[CH:17]([CH3:19])[CH3:18])=[O:8])[CH3:2]. The catalyst class is: 2. (3) Reactant: [CH3:1][CH2:2][C:3]([C:6]([O:8][C@@H:9]1[C@@H:14]2[C@@H:15]([CH2:20][CH2:21][C@H:22]3[O:28][C:26](=[O:27])[CH2:25][C@H:24]([OH:29])[CH2:23]3)[C@@H:16]([CH3:19])[CH:17]=[CH:18][C:13]2=[CH:12][C@H](C)[CH2:10]1)=[O:7])([CH3:5])[CH3:4].[OH-:31].[Na+:32].C(Cl)Cl.[C:36](#N)[CH3:37]. Product: [CH3:1][CH2:2][C:3]([C:6]([O:8][C@@H:9]1[C@@H:14]2[C@@H:15]([CH2:20][CH2:21][C@@H:22]([OH:28])[CH2:23][C@@H:24]([OH:29])[CH2:25][C:26]([O-:27])=[O:31])[C@@H:16]([CH3:19])[CH:17]=[CH:18][C:13]2=[CH:12][C@H:36]([CH3:37])[CH2:10]1)=[O:7])([CH3:4])[CH3:5].[Na+:32]. The catalyst class is: 283. (4) Reactant: O[C:2]([CH:4]([C:6]1[CH:15]=[CH:14][C:9]([CH2:10][CH:11]([CH3:13])[CH3:12])=[CH:8][CH:7]=1)[CH3:5])=[O:3].S(Cl)(Cl)=[O:17].N1C=CC=CC=1.Cl.[O:27]1[CH2:32][CH2:31]OCC1. Product: [CH2:10]([C:9]1[CH:14]=[CH:15][C:6]([CH:4]([CH3:5])[C:2](=[O:3])[CH2:31][C:32]([OH:27])=[O:17])=[CH:7][CH:8]=1)[CH:11]([CH3:13])[CH3:12]. The catalyst class is: 4. (5) Reactant: [O:1]1[CH:5]=[C:4]([C:6]([Cl:8])=[O:7])[CH:3]=[N:2]1.[NH2:9][C:10]1[C:19]2[C:14](=[CH:15][C:16]([O:22][CH3:23])=[C:17]([O:20][CH3:21])[CH:18]=2)[N:13]=[C:12]([N:24]2[CH2:29][CH2:28][NH:27][CH2:26][CH2:25]2)[N:11]=1. Product: [ClH:8].[NH2:9][C:10]1[C:19]2[C:14](=[CH:15][C:16]([O:22][CH3:23])=[C:17]([O:20][CH3:21])[CH:18]=2)[N:13]=[C:12]([N:24]2[CH2:29][CH2:28][N:27]([C:6]([C:4]3[CH:3]=[N:2][O:1][CH:5]=3)=[O:7])[CH2:26][CH2:25]2)[N:11]=1. The catalyst class is: 12. (6) Reactant: [CH3:1][O:2][C:3]1[CH:4]=[C:5]2[C:10](=[CH:11][C:12]=1[O:13][CH2:14][CH2:15][O:16][CH3:17])[N:9]=[CH:8][N:7]=[C:6]2[NH:18][C:19]1[C:20]([CH:22]=[CH:23][C:24](=[O:26])[CH:25]=1)=[O:21].[C:27]1([SH:33])[CH:32]=[CH:31][CH:30]=[CH:29][CH:28]=1.C(C1C(=O)C(Cl)=C(Cl)C(=O)C=1C#N)#N.C(Cl)Cl. Product: [CH3:1][O:2][C:3]1[CH:4]=[C:5]2[C:10](=[CH:11][C:12]=1[O:13][CH2:14][CH2:15][O:16][CH3:17])[N:9]=[CH:8][N:7]=[C:6]2[NH:18][C:19]1[C:20]([CH:22]=[C:23]([S:33][C:27]2[CH:32]=[CH:31][CH:30]=[CH:29][CH:28]=2)[C:24](=[O:26])[CH:25]=1)=[O:21]. The catalyst class is: 10. (7) Reactant: [O:1]1[CH2:6][CH2:5][CH2:4][CH2:3][CH:2]1[O:7][C@H:8]1[C@H:12]2[O:13][CH2:14][C@@H:15]([OH:16])[C@H:11]2[O:10][CH2:9]1.[N+:17]([O:20][C@H:21]([CH2:28][O:29][N+:30]([O-:32])=[O:31])[CH2:22][CH2:23][CH2:24][C:25](O)=[O:26])([O-:19])=[O:18].CCN=C=NCCCN(C)C. Product: [O:1]1[CH2:6][CH2:5][CH2:4][CH2:3][CH:2]1[O:7][C@H:8]1[C@H:12]2[O:13][CH2:14][C@@H:15]([O:16][C:25](=[O:26])[CH2:24][CH2:23][CH2:22][C@H:21]([O:20][N+:17]([O-:19])=[O:18])[CH2:28][O:29][N+:30]([O-:32])=[O:31])[C@H:11]2[O:10][CH2:9]1. The catalyst class is: 172.